Dataset: Reaction yield outcomes from USPTO patents with 853,638 reactions. Task: Predict the reaction yield, written as a fraction of the theoretical maximum amount of product (1.0 means a 100% yield; for example, 0.34 means a 34% yield). (1) The yield is 0.560. The catalyst is CN(C=O)C.CO.O. The reactants are [OH-].[Na+].[Br:3][C:4]1[S:8][C:7]([C:9](OC)=[O:10])=[C:6]([NH:13][CH3:14])[C:5]=1[CH3:15].Cl.[Cl-].[NH4+].C([N:21](CC)CC)C.ON1C2C=CC=CC=2N=N1.Cl.C(N=C=NCCCN(C)C)C.C([O-])(O)=O.[Na+]. The product is [Br:3][C:4]1[S:8][C:7]([C:9]([NH2:21])=[O:10])=[C:6]([NH:13][CH3:14])[C:5]=1[CH3:15]. (2) The reactants are C(OC([N:8]1[CH2:13][CH2:12][N:11]([C:14]2[CH:15]=[N:16][C:17]([NH:20][C:21]3[N:22]=[CH:23][C:24]4[CH:30]=[C:29]([CH2:31][O:32][CH2:33][CH2:34][O:35][CH3:36])[C:28](=[O:37])[N:27]([CH:38]5[CH2:42][CH2:41][CH2:40][CH2:39]5)[C:25]=4[N:26]=3)=[CH:18][CH:19]=2)[CH2:10][CH2:9]1)=O)(C)(C)C.[ClH:43]. The yield is 0.921. The catalyst is ClCCl.C(OCC)C. The product is [ClH:43].[CH:38]1([N:27]2[C:25]3[N:26]=[C:21]([NH:20][C:17]4[CH:18]=[CH:19][C:14]([N:11]5[CH2:10][CH2:9][NH:8][CH2:13][CH2:12]5)=[CH:15][N:16]=4)[N:22]=[CH:23][C:24]=3[CH:30]=[C:29]([CH2:31][O:32][CH2:33][CH2:34][O:35][CH3:36])[C:28]2=[O:37])[CH2:39][CH2:40][CH2:41][CH2:42]1. (3) The reactants are [O:1]1[C:5]2[CH:6]=[CH:7][C:8]([CH2:10][CH2:11][NH:12][C:13](=[O:16])[CH2:14]Cl)=[CH:9][C:4]=2[O:3][CH2:2]1.[CH3:17][NH2:18]. The catalyst is C(O)C. The product is [O:1]1[C:5]2[CH:6]=[CH:7][C:8]([CH2:10][CH2:11][NH:12][C:13](=[O:16])[CH2:14][NH:18][CH3:17])=[CH:9][C:4]=2[O:3][CH2:2]1. The yield is 0.680. (4) The reactants are F[C:2]1[CH:3]=[N:4][C:5]2[C:10]([C:11]=1[CH2:12][CH2:13][N:14]1[CH2:19][CH2:18][O:17][CH:16]([CH2:20][NH2:21])[CH2:15]1)=[N:9][C:8]([O:22][CH3:23])=[CH:7][CH:6]=2.[O:24]=[C:25]1[CH2:30][O:29][C:28]2[CH:31]=[CH:32][C:33]([CH:35]=O)=[N:34][C:27]=2[NH:26]1.O=[C:38]1CSC2C=CC(C=O)=NC=2[NH:39]1.C([O-])(O)=O.[Na+].CCN(C(C)C)C(C)C. No catalyst specified. The product is [CH3:23][O:22][C:8]1[N:9]=[C:10]2[C:5](=[CH:6][CH:7]=1)[N:4]=[CH:3][C:2]([C:38]#[N:39])=[C:11]2[CH2:12][CH2:13][N:14]1[CH2:19][CH2:18][O:17][C@@H:16]([CH2:20][NH:21][CH2:35][C:33]2[CH:32]=[CH:31][C:28]3[O:29][CH2:30][C:25](=[O:24])[NH:26][C:27]=3[N:34]=2)[CH2:15]1. The yield is 0.380. (5) The reactants are [Cl:1][C:2]1[CH:9]=[CH:8][CH:7]=[C:6]([Cl:10])[C:3]=1[CH2:4]Cl.[Mg].[Cl:12][C:13]1[N:18]=[C:17](Cl)[CH:16]=[C:15]([Cl:20])[N:14]=1. The catalyst is BrCCBr. The product is [Cl:12][C:13]1[N:14]=[C:15]([Cl:20])[CH:16]=[C:17]([CH2:4][C:3]2[C:2]([Cl:1])=[CH:9][CH:8]=[CH:7][C:6]=2[Cl:10])[N:18]=1. The yield is 0.210. (6) The reactants are [C:1](Cl)(=[O:6])[C:2]([CH3:5])([CH3:4])[CH3:3].[Br:8][C:9]1[CH:10]=[CH:11][C:12]([NH2:15])=[N:13][CH:14]=1.O. The catalyst is C(Cl)Cl.CCN(CC)CC. The product is [Br:8][C:9]1[CH:10]=[CH:11][C:12]([NH:15][C:1](=[O:6])[C:2]([CH3:5])([CH3:4])[CH3:3])=[N:13][CH:14]=1. The yield is 0.870. (7) The reactants are [C:1]([O:5][C:6](=[O:26])[NH:7][S:8]([CH2:11]P(C1C=CC=CC=1)(C1C=CC=CC=1)=O)(=[O:10])=[O:9])([CH3:4])([CH3:3])[CH3:2].C([Li])CCC.CCCCCC.[Si:38]([O:45][C@H:46]1[CH2:50][C@H:49]([N:51]2[C:55]3[N:56]=[CH:57][N:58]=[C:59]([NH:60][C@@H:61]4[C:69]5[C:64](=[CH:65][CH:66]=[CH:67][CH:68]=5)[CH2:63][CH2:62]4)[C:54]=3[CH:53]=[CH:52]2)[CH2:48][C@H:47]1[CH:70]=O)([C:41]([CH3:44])([CH3:43])[CH3:42])([CH3:40])[CH3:39]. The catalyst is C1COCC1. The product is [Si:38]([O:45][C@H:46]1[CH2:50][C@H:49]([N:51]2[C:55]3[N:56]=[CH:57][N:58]=[C:59]([NH:60][C@@H:61]4[C:69]5[C:64](=[CH:65][CH:66]=[CH:67][CH:68]=5)[CH2:63][CH2:62]4)[C:54]=3[CH:53]=[CH:52]2)[CH2:48][C@H:47]1/[CH:70]=[CH:11]/[S:8]([NH:7][C:6](=[O:26])[O:5][C:1]([CH3:3])([CH3:2])[CH3:4])(=[O:10])=[O:9])([C:41]([CH3:44])([CH3:42])[CH3:43])([CH3:39])[CH3:40]. The yield is 0.210.